This data is from Forward reaction prediction with 1.9M reactions from USPTO patents (1976-2016). The task is: Predict the product of the given reaction. (1) Given the reactants Br[C:2]1[CH:3]=[C:4]([CH:18]=[CH:19][CH:20]=1)[C:5]([NH:7][CH2:8][CH2:9][CH2:10][N:11]1[CH2:16][CH2:15]N(C)[CH2:13][CH2:12]1)=[O:6].[F:21][C:22]([F:40])([F:39])[O:23][C:24]1[CH:25]=[C:26]([CH:36]=[CH:37][CH:38]=1)/[CH:27]=[CH:28]/[C:29]1[CH:30]=[C:31]([CH:33]=[CH:34][CH:35]=1)[NH2:32].CC(C1C=C(C(C)C)C(C2C=CC=CC=2P(C2CCCCC2)C2CCCCC2)=C(C(C)C)C=1)C.C([O-])([O-])=O.[K+].[K+], predict the reaction product. The product is: [CH2:16]([N:11]([CH2:12][CH3:13])[CH2:10][CH2:9][CH2:8][NH:7][C:5](=[O:6])[C:4]1[CH:18]=[CH:19][CH:20]=[C:2]([NH:32][C:31]2[CH:33]=[CH:34][CH:35]=[C:29](/[CH:28]=[CH:27]/[C:26]3[CH:36]=[CH:37][CH:38]=[C:24]([O:23][C:22]([F:21])([F:39])[F:40])[CH:25]=3)[CH:30]=2)[CH:3]=1)[CH3:15]. (2) Given the reactants [Cl:1][C:2]1[N:7]=[C:6]2[C:8]([C:18](=[O:27])[NH:19][C@H:20]3[CH2:25][CH2:24][CH2:23][CH2:22][C@@H:21]3[OH:26])=[CH:9][N:10](C(OC(C)(C)C)=O)[C:5]2=[CH:4][CH:3]=1.C(O)(C(F)(F)F)=O, predict the reaction product. The product is: [Cl:1][C:2]1[N:7]=[C:6]2[C:8]([C:18]([NH:19][C@H:20]3[CH2:25][CH2:24][CH2:23][CH2:22][C@@H:21]3[OH:26])=[O:27])=[CH:9][NH:10][C:5]2=[CH:4][CH:3]=1. (3) Given the reactants [CH3:1][C:2]1[CH:3]=[N:4][CH:5]=[CH:6][C:7]=1[C:8]#[C:9][Si](C)(C)C.C(=O)([O-])[O-].[K+].[K+].CCOCC, predict the reaction product. The product is: [C:8]([C:7]1[CH:6]=[CH:5][N:4]=[CH:3][C:2]=1[CH3:1])#[CH:9]. (4) Given the reactants [CH3:1][C:2]([CH3:18])([CH3:17])[CH2:3][N:4]1[CH2:9][CH2:8][N:7]([C:10]2[CH:15]=[CH:14][C:13]([NH2:16])=[CH:12][CH:11]=2)[CH2:6][CH2:5]1.C(N(CC)CC)C.[O:26]=[C:27]([C:31]1[N:39]2[C:34]([CH2:35][CH2:36][CH2:37][CH2:38]2)=[CH:33][C:32]=1[C:40]1[CH:45]=[CH:44][CH:43]=[CH:42][CH:41]=1)[C:28](Cl)=[O:29], predict the reaction product. The product is: [CH3:1][C:2]([CH3:18])([CH3:17])[CH2:3][N:4]1[CH2:9][CH2:8][N:7]([C:10]2[CH:15]=[CH:14][C:13]([NH:16][C:28](=[O:29])[C:27](=[O:26])[C:31]3[N:39]4[C:34]([CH2:35][CH2:36][CH2:37][CH2:38]4)=[CH:33][C:32]=3[C:40]3[CH:41]=[CH:42][CH:43]=[CH:44][CH:45]=3)=[CH:12][CH:11]=2)[CH2:6][CH2:5]1. (5) Given the reactants CCN(S(F)(F)[F:7])CC.O[CH:11]1[N:16]2[N:17]=[C:18]([CH2:20][O:21][C:22]3[CH:27]=[CH:26][CH:25]=[CH:24][CH:23]=3)[CH:19]=[C:15]2[C:14](=[O:28])[NH:13][CH2:12]1, predict the reaction product. The product is: [F:7][CH:11]1[N:16]2[N:17]=[C:18]([CH2:20][O:21][C:22]3[CH:27]=[CH:26][CH:25]=[CH:24][CH:23]=3)[CH:19]=[C:15]2[C:14](=[O:28])[NH:13][CH2:12]1. (6) Given the reactants [C:1]([O:9][C:10]([CH3:13])([CH3:12])[CH3:11])(=[O:8])[CH2:2][C:3]([O:5][CH2:6][CH3:7])=[O:4].[H-].[Na+].F[C:17]1[CH:22]=[CH:21][C:20]([N+:23]([O-:25])=[O:24])=[C:19]([O:26][CH2:27][C:28]([F:31])([F:30])[F:29])[CH:18]=1, predict the reaction product. The product is: [CH2:6]([O:5][C:3](=[O:4])[CH:2]([C:17]1[CH:22]=[CH:21][C:20]([N+:23]([O-:25])=[O:24])=[C:19]([O:26][CH2:27][C:28]([F:29])([F:31])[F:30])[CH:18]=1)[C:1]([O:9][C:10]([CH3:12])([CH3:11])[CH3:13])=[O:8])[CH3:7]. (7) The product is: [C:1]([O:5][C:6](=[O:43])[CH2:7][O:8][C:9]1[CH:10]=[CH:11][C:12]2[CH2:18][CH2:17][CH2:16][CH:15]([NH:19][CH2:20][C@H:21]([OH:22])[C:23]3[CH:28]=[CH:27][C:26]([OH:29])=[C:25]([NH:37][S:38]([CH3:41])(=[O:40])=[O:39])[CH:24]=3)[CH2:14][C:13]=2[CH:42]=1)([CH3:4])([CH3:2])[CH3:3]. Given the reactants [C:1]([O:5][C:6](=[O:43])[CH2:7][O:8][C:9]1[CH:10]=[CH:11][C:12]2[CH2:18][CH2:17][CH2:16][CH:15]([NH:19][CH2:20][C@@H:21]([C:23]3[CH:28]=[CH:27][C:26]([O:29]CC4C=CC=CC=4)=[C:25]([NH:37][S:38]([CH3:41])(=[O:40])=[O:39])[CH:24]=3)[OH:22])[CH2:14][C:13]=2[CH:42]=1)([CH3:4])([CH3:3])[CH3:2].[H][H], predict the reaction product. (8) Given the reactants C(=O)([O-])[O-].[K+].[K+].Cl[C:8]1[CH2:12][C:11]([CH3:14])([CH3:13])[O:10][N:9]=1.[CH2:15]([SH:22])[C:16]1[CH:21]=[CH:20][CH:19]=[CH:18][CH:17]=1.O, predict the reaction product. The product is: [CH2:15]([S:22][C:8]1[CH2:12][C:11]([CH3:14])([CH3:13])[O:10][N:9]=1)[C:16]1[CH:21]=[CH:20][CH:19]=[CH:18][CH:17]=1.